Dataset: Full USPTO retrosynthesis dataset with 1.9M reactions from patents (1976-2016). Task: Predict the reactants needed to synthesize the given product. (1) Given the product [CH:1]1[CH:10]=[N:9][C:8]2[C:3](=[C:4]([N+:12]([O-:14])=[O:13])[CH:5]=[CH:6][C:7]=2[OH:11])[CH:2]=1.[OH:15][CH2:16][CH2:17][N:18]1[CH2:22][CH2:21][CH2:20][CH2:19]1, predict the reactants needed to synthesize it. The reactants are: [CH:1]1[CH:10]=[N:9][C:8]2[C:3](=[C:4]([N+:12]([O-:14])=[O:13])[CH:5]=[CH:6][C:7]=2[OH:11])[CH:2]=1.[OH:15][CH2:16][CH2:17][N:18]1[CH2:22][CH2:21][CH2:20][CH2:19]1. (2) The reactants are: [CH2:1]([O:3][C:4](=[O:18])[CH:5]([O:15][CH2:16][CH3:17])[CH2:6][C:7]1[CH:12]=[CH:11][C:10]([OH:13])=[C:9]([F:14])[CH:8]=1)[CH3:2].[C:19]([C:23]1[CH:28]=[CH:27][C:26]([C:29]2[S:30][CH:31]=[C:32]([CH2:34][CH2:35]O)[N:33]=2)=[CH:25][CH:24]=1)([CH3:22])([CH3:21])[CH3:20].C(C1C=CC(C2SC=C(CCl)N=2)=CC=1)(C)(C)C.C1(P(C2C=CC=CC=2)C2C=CC=CC=2)C=CC=CC=1.N(C(OCC)=O)=NC(OCC)=O. Given the product [CH2:1]([O:3][C:4](=[O:18])[CH:5]([O:15][CH2:16][CH3:17])[CH2:6][C:7]1[CH:12]=[CH:11][C:10]([O:13][CH2:35][CH2:34][C:32]2[N:33]=[C:29]([C:26]3[CH:27]=[CH:28][C:23]([C:19]([CH3:20])([CH3:22])[CH3:21])=[CH:24][CH:25]=3)[S:30][CH:31]=2)=[C:9]([F:14])[CH:8]=1)[CH3:2], predict the reactants needed to synthesize it. (3) Given the product [NH2:7][C@@H:8]1[CH2:12][CH2:11][N:10]([C:13]([C:15]2[CH:20]=[C:19]([C:21]3[CH:22]=[CH:23][C:24]([OH:27])=[CH:25][CH:26]=3)[N:18]=[C:17]3[NH:28][N:29]=[CH:30][C:16]=23)=[O:14])[CH2:9]1, predict the reactants needed to synthesize it. The reactants are: C(OC(=O)[NH:7][C@@H:8]1[CH2:12][CH2:11][N:10]([C:13]([C:15]2[C:16]3[CH:30]=[N:29][NH:28][C:17]=3[N:18]=[C:19]([C:21]3[CH:26]=[CH:25][C:24]([OH:27])=[CH:23][CH:22]=3)[CH:20]=2)=[O:14])[CH2:9]1)(C)(C)C.O. (4) Given the product [OH:8][CH2:9][CH2:10][NH:11][N:12]=[CH:6][C:3](=[N:2][OH:1])[C:4]#[N:5], predict the reactants needed to synthesize it. The reactants are: [OH:1][N:2]=[C:3]([CH:6]=O)[C:4]#[N:5].[OH:8][CH2:9][CH2:10][NH:11][NH2:12]. (5) Given the product [F:1][C:2]1[CH:3]=[C:4]([CH:36]=[CH:37][C:38]=1[O:39][CH2:41][CH2:42][N:44]([CH3:48])[CH2:45][CH2:46][CH3:47])[CH2:5][N:7]([CH:33]([CH3:35])[CH3:34])[C:8]1[CH:13]=[C:12]([O:14][CH3:15])[CH:11]=[CH:10][C:9]=1[C@@H:16]1[CH2:25][CH2:24][C:23]2[CH:22]=[C:21]([OH:26])[CH:20]=[CH:19][C:18]=2[CH2:17]1, predict the reactants needed to synthesize it. The reactants are: [F:1][C:2]1[CH:3]=[C:4]([CH:36]=[CH:37][C:38]=1[OH:39])[C:5]([N:7]([CH:33]([CH3:35])[CH3:34])[C:8]1[CH:13]=[C:12]([O:14][CH3:15])[CH:11]=[CH:10][C:9]=1[C@@H:16]1[CH2:25][CH2:24][C:23]2[CH:22]=[C:21]([O:26]C(=O)C(C)(C)C)[CH:20]=[CH:19][C:18]=2[CH2:17]1)=O.Cl[CH2:41][C:42]([N:44]([CH3:48])[CH2:45][CH2:46][CH3:47])=O. (6) Given the product [Cl:17][CH2:13][C:5]1[C:4]([O:3][CH2:1][CH3:2])=[CH:9][C:8]([O:10][CH2:11][CH3:12])=[CH:7][N:6]=1.[ClH:17], predict the reactants needed to synthesize it. The reactants are: [CH2:1]([O:3][C:4]1[C:5]([CH2:13]O)=[N:6][CH:7]=[C:8]([O:10][CH2:11][CH3:12])[CH:9]=1)[CH3:2].O=S(Cl)[Cl:17].